From a dataset of Forward reaction prediction with 1.9M reactions from USPTO patents (1976-2016). Predict the product of the given reaction. (1) Given the reactants [F:1][CH2:2][CH:3]1[CH2:6][N:5]([CH2:7][CH2:8][O:9][C:10]2[CH:15]=[CH:14][C:13]([CH:16]3[C:25]([C:26]4[CH:31]=[CH:30][CH:29]=[C:28]([O:32]C5CCCCO5)[CH:27]=4)=[C:24]([CH3:39])[C:23]4[C:18](=[CH:19][CH:20]=[C:21]([O:40]C5CCCCO5)[CH:22]=4)[O:17]3)=[CH:12][CH:11]=2)[CH2:4]1, predict the reaction product. The product is: [F:1][CH2:2][CH:3]1[CH2:4][N:5]([CH2:7][CH2:8][O:9][C:10]2[CH:15]=[CH:14][C:13]([CH:16]3[C:25]([C:26]4[CH:31]=[CH:30][CH:29]=[C:28]([OH:32])[CH:27]=4)=[C:24]([CH3:39])[C:23]4[C:18](=[CH:19][CH:20]=[C:21]([OH:40])[CH:22]=4)[O:17]3)=[CH:12][CH:11]=2)[CH2:6]1. (2) Given the reactants [F:1][C:2]([F:19])([F:18])[C:3]1[C:12]([C:13]([O:15]CC)=[O:14])=[CH:11][C:10]2[C:5](=[N:6][CH:7]=[CH:8][CH:9]=2)[N:4]=1.[OH-].[Na+].Cl, predict the reaction product. The product is: [F:19][C:2]([F:1])([F:18])[C:3]1[C:12]([C:13]([OH:15])=[O:14])=[CH:11][C:10]2[C:5](=[N:6][CH:7]=[CH:8][CH:9]=2)[N:4]=1. (3) Given the reactants [B-](F)(F)(F)F.CN(C(ON1C(=O)CCC1=O)=[N+](C)C)C.[F:21][C:22]1[CH:23]=[C:24]([NH:29][CH:30]([C:32]2[CH:33]=[C:34]([C:49](O)=[O:50])[CH:35]=[C:36]3[C:41]=2[O:40][C:39]([N:42]2[CH2:47][CH2:46][O:45][CH2:44][CH2:43]2)=[CH:38][C:37]3=[O:48])[CH3:31])[CH:25]=[C:26]([F:28])[CH:27]=1.CCN(C(C)C)C(C)C.[NH:61]1[CH2:66][CH2:65][O:64][CH2:63][CH2:62]1, predict the reaction product. The product is: [F:21][C:22]1[CH:23]=[C:24]([NH:29][CH:30]([C:32]2[CH:33]=[C:34]([C:49]([N:61]3[CH2:66][CH2:65][O:64][CH2:63][CH2:62]3)=[O:50])[CH:35]=[C:36]3[C:41]=2[O:40][C:39]([N:42]2[CH2:47][CH2:46][O:45][CH2:44][CH2:43]2)=[CH:38][C:37]3=[O:48])[CH3:31])[CH:25]=[C:26]([F:28])[CH:27]=1. (4) Given the reactants [NH2:1][C:2]1[CH:3]=[C:4]([CH:21]=[CH:22][CH:23]=1)[O:5][C:6]1[CH:7]=[CH:8][C:9]2[N:10]([CH:12]=[C:13]([NH:15][C:16]([CH:18]3[CH2:20][CH2:19]3)=[O:17])[N:14]=2)[N:11]=1.[F:24][C:25]([F:36])([F:35])[C:26]1[N:34]=[CH:33][CH:32]=[CH:31][C:27]=1[C:28](O)=[O:29].Cl.CN(C)CCCN=C=NCC.ON1C2C=CC=CC=2N=N1.[Cl-].[NH4+], predict the reaction product. The product is: [CH:18]1([C:16]([NH:15][C:13]2[N:14]=[C:9]3[CH:8]=[CH:7][C:6]([O:5][C:4]4[CH:3]=[C:2]([NH:1][C:28](=[O:29])[C:27]5[CH:31]=[CH:32][CH:33]=[N:34][C:26]=5[C:25]([F:36])([F:24])[F:35])[CH:23]=[CH:22][CH:21]=4)=[N:11][N:10]3[CH:12]=2)=[O:17])[CH2:20][CH2:19]1.